From a dataset of NCI-60 drug combinations with 297,098 pairs across 59 cell lines. Regression. Given two drug SMILES strings and cell line genomic features, predict the synergy score measuring deviation from expected non-interaction effect. (1) Drug 1: C1=CC=C(C=C1)NC(=O)CCCCCCC(=O)NO. Drug 2: CN(CC1=CN=C2C(=N1)C(=NC(=N2)N)N)C3=CC=C(C=C3)C(=O)NC(CCC(=O)O)C(=O)O. Cell line: KM12. Synergy scores: CSS=21.8, Synergy_ZIP=3.73, Synergy_Bliss=5.50, Synergy_Loewe=-21.5, Synergy_HSA=2.12. (2) Drug 1: C1=CN(C(=O)N=C1N)C2C(C(C(O2)CO)O)O.Cl. Drug 2: C1=CC=C(C=C1)NC(=O)CCCCCCC(=O)NO. Cell line: LOX IMVI. Synergy scores: CSS=29.2, Synergy_ZIP=-0.0929, Synergy_Bliss=-4.84, Synergy_Loewe=-17.9, Synergy_HSA=-3.20. (3) Drug 2: C1=NC2=C(N1)C(=S)N=CN2. Cell line: HCC-2998. Synergy scores: CSS=30.9, Synergy_ZIP=-10.5, Synergy_Bliss=-6.01, Synergy_Loewe=-7.46, Synergy_HSA=-5.51. Drug 1: CCC1=C2CN3C(=CC4=C(C3=O)COC(=O)C4(CC)O)C2=NC5=C1C=C(C=C5)O. (4) Drug 1: CC1C(C(CC(O1)OC2CC(CC3=C2C(=C4C(=C3O)C(=O)C5=C(C4=O)C(=CC=C5)OC)O)(C(=O)CO)O)N)O. Cell line: HT29. Drug 2: CC1CCC2CC(C(=CC=CC=CC(CC(C(=O)C(C(C(=CC(C(=O)CC(OC(=O)C3CCCCN3C(=O)C(=O)C1(O2)O)C(C)CC4CCC(C(C4)OC)OP(=O)(C)C)C)C)O)OC)C)C)C)OC. Synergy scores: CSS=64.5, Synergy_ZIP=2.55, Synergy_Bliss=2.97, Synergy_Loewe=7.92, Synergy_HSA=9.53. (5) Drug 1: CS(=O)(=O)OCCCCOS(=O)(=O)C. Drug 2: N.N.Cl[Pt+2]Cl. Cell line: SNB-19. Synergy scores: CSS=40.2, Synergy_ZIP=-0.850, Synergy_Bliss=-0.601, Synergy_Loewe=-30.3, Synergy_HSA=-3.88.